The task is: Regression. Given a peptide amino acid sequence and an MHC pseudo amino acid sequence, predict their binding affinity value. This is MHC class II binding data.. This data is from Peptide-MHC class II binding affinity with 134,281 pairs from IEDB. The peptide sequence is YPSGTSGSPIVNRNG. The MHC is DRB1_0301 with pseudo-sequence DRB1_0301. The binding affinity (normalized) is 0.391.